From a dataset of Reaction yield outcomes from USPTO patents with 853,638 reactions. Predict the reaction yield, written as a fraction of the theoretical maximum amount of product (1.0 means a 100% yield; for example, 0.34 means a 34% yield). The product is [F:16][C:9]1[CH:8]=[C:7]2[C:12]([N:13]=[C:14]([CH3:15])[C:5]3[N:6]2[C:2]([C:21]2[CH:22]=[CH:23][CH:24]=[CH:25][C:20]=2[C:19]([F:30])([F:29])[F:18])=[N:3][C:4]=3[CH3:17])=[CH:11][CH:10]=1. The catalyst is C1C=CC([P]([Pd]([P](C2C=CC=CC=2)(C2C=CC=CC=2)C2C=CC=CC=2)([P](C2C=CC=CC=2)(C2C=CC=CC=2)C2C=CC=CC=2)[P](C2C=CC=CC=2)(C2C=CC=CC=2)C2C=CC=CC=2)(C2C=CC=CC=2)C2C=CC=CC=2)=CC=1. The reactants are Br[C:2]1[N:6]2[C:7]3[C:12]([N:13]=[C:14]([CH3:15])[C:5]2=[C:4]([CH3:17])[N:3]=1)=[CH:11][CH:10]=[C:9]([F:16])[CH:8]=3.[F:18][C:19]([F:30])([F:29])[C:20]1[CH:25]=[CH:24][CH:23]=[CH:22][C:21]=1B(O)O.C([O-])([O-])=O.[K+].[K+]. The yield is 0.490.